Regression/Classification. Given a drug SMILES string, predict its absorption, distribution, metabolism, or excretion properties. Task type varies by dataset: regression for continuous measurements (e.g., permeability, clearance, half-life) or binary classification for categorical outcomes (e.g., BBB penetration, CYP inhibition). Dataset: cyp2c9_veith. From a dataset of CYP2C9 inhibition data for predicting drug metabolism from PubChem BioAssay. (1) The drug is N#CCCn1c(=O)c(CCc2ccccc2)nc2cnc(Nc3ccccc3)nc21. The result is 0 (non-inhibitor). (2) The drug is COC(=O)C1(CC(C)C)C=C2C(=C(c3ccccc3)C(=O)C2C)CN1. The result is 1 (inhibitor). (3) The result is 0 (non-inhibitor). The compound is CCCn1c(C)c(C(=O)c2ccc3ccccc3c2)c2ccccc21. (4) The molecule is FC(F)(F)c1nnc2c(Sc3ccc(Cl)cc3)nc3ccccc3n12. The result is 0 (non-inhibitor). (5) The compound is COc1ccc(CNc2ncncc2-c2cccc(C#N)c2)c(OC)c1. The result is 0 (non-inhibitor). (6) The compound is CCOC(=O)c1cc(-c2ccc(OC)cc2F)nc2c1c(C)nn2CCC#N. The result is 1 (inhibitor). (7) The molecule is COc1ccccc1-c1nccc(Nc2ccc(F)cc2)n1. The result is 0 (non-inhibitor). (8) The molecule is CN(C)c1ccc(-c2nccc(NCc3ccccc3)n2)cc1. The result is 0 (non-inhibitor).